From a dataset of Full USPTO retrosynthesis dataset with 1.9M reactions from patents (1976-2016). Predict the reactants needed to synthesize the given product. (1) Given the product [CH2:22]([N:11]([CH2:10][C:7]1[CH:8]=[CH:9][C:4]([C:3]([O:2][CH3:1])=[O:29])=[CH:5][CH:6]=1)[S:12]([C:15]1[CH:20]=[CH:19][C:18]([F:50])=[CH:17][CH:16]=1)(=[O:14])=[O:13])[C:23]1[CH:28]=[CH:27][CH:26]=[CH:25][CH:24]=1, predict the reactants needed to synthesize it. The reactants are: [CH3:1][O:2][C:3](=[O:29])[C:4]1[CH:9]=[CH:8][C:7]([CH2:10][N:11]([CH2:22][C:23]2[CH:28]=[CH:27][CH:26]=[CH:25][CH:24]=2)[S:12]([C:15]2[CH:20]=[CH:19][C:18](Cl)=[CH:17][CH:16]=2)(=[O:14])=[O:13])=[CH:6][CH:5]=1.Cl.C(NCC1C=CC(C(OC)=O)=CC=1)C1C=CC=CC=1.[F:50]C1C=CC(S(Cl)(=O)=O)=CC=1. (2) Given the product [CH:1]([O:4][C:5]([N:7]1[CH2:8][CH2:9][CH:10]([CH2:13][O:14][C:15]2[CH:20]=[CH:19][C:18]([C:43]3[CH:44]=[CH:45][C:40]([CH2:39][C@H:38]([NH:37][C:35]([O:34][C:30]([CH3:32])([CH3:31])[CH3:33])=[O:36])[C:55]([N:57]4[CH2:61][CH2:60][C@H:59]([F:62])[CH2:58]4)=[O:56])=[C:41]([F:54])[CH:42]=3)=[CH:17][N:16]=2)[CH2:11][CH2:12]1)=[O:6])([CH3:2])[CH3:3], predict the reactants needed to synthesize it. The reactants are: [CH:1]([O:4][C:5]([N:7]1[CH2:12][CH2:11][CH:10]([CH2:13][O:14][C:15]2[CH:20]=[CH:19][C:18](B3OC(C)(C)C(C)(C)O3)=[CH:17][N:16]=2)[CH2:9][CH2:8]1)=[O:6])([CH3:3])[CH3:2].[C:30]([O:34][C:35]([NH:37][C@H:38]([C:55]([N:57]1[CH2:61][CH2:60][C@H:59]([F:62])[CH2:58]1)=[O:56])[CH2:39][C:40]1[CH:45]=[CH:44][C:43](OS(C(F)(F)F)(=O)=O)=[CH:42][C:41]=1[F:54])=[O:36])([CH3:33])([CH3:32])[CH3:31]. (3) Given the product [C:25]([C:24]1[CH:28]=[CH:29][CH:30]=[CH:31][C:23]=1[S:22][C:2]1[C:10]([CH3:11])=[CH:9][CH:8]=[CH:7][C:3]=1[C:4]([OH:6])=[O:5])([OH:27])=[O:26], predict the reactants needed to synthesize it. The reactants are: Br[C:2]1[C:10]([CH3:11])=[CH:9][CH:8]=[CH:7][C:3]=1[C:4]([OH:6])=[O:5].BrC1C=CC=CC=1C(O)=O.[SH:22][C:23]1[CH:31]=[CH:30][CH:29]=[CH:28][C:24]=1[C:25]([OH:27])=[O:26]. (4) Given the product [Si:24]([O:23][CH2:22][C:19]1([CH3:21])[S:18][CH2:17][CH2:16][N:15]2[C:11]([C:8]3([C:5]4[CH:6]=[CH:7][C:2]([B:31]5[O:35][C:34]([CH3:37])([CH3:36])[C:33]([CH3:39])([CH3:38])[O:32]5)=[CH:3][CH:4]=4)[CH2:10][CH2:9]3)=[N:12][N:13]=[C:14]2[CH2:20]1)([C:27]([CH3:30])([CH3:29])[CH3:28])([CH3:26])[CH3:25], predict the reactants needed to synthesize it. The reactants are: Br[C:2]1[CH:7]=[CH:6][C:5]([C:8]2([C:11]3[N:15]4[CH2:16][CH2:17][S:18][C:19]([CH2:22][O:23][Si:24]([C:27]([CH3:30])([CH3:29])[CH3:28])([CH3:26])[CH3:25])([CH3:21])[CH2:20][C:14]4=[N:13][N:12]=3)[CH2:10][CH2:9]2)=[CH:4][CH:3]=1.[B:31]1([B:31]2[O:35][C:34]([CH3:37])([CH3:36])[C:33]([CH3:39])([CH3:38])[O:32]2)[O:35][C:34]([CH3:37])([CH3:36])[C:33]([CH3:39])([CH3:38])[O:32]1.C([O-])(=O)C.[K+].O. (5) Given the product [N:3]1[N:2]([C:6]2[CH:11]=[CH:10][CH:9]=[CH:8][C:7]=2[C:12]([N:14]2[C@H:15]([CH3:27])[CH2:16][CH2:17][C@@H:18]([C:20]3[S:21][CH:22]=[C:23]([CH:25]=[O:26])[N:24]=3)[CH2:19]2)=[O:13])[N:1]=[CH:5][CH:4]=1, predict the reactants needed to synthesize it. The reactants are: [N:1]1[N:2]([C:6]2[CH:11]=[CH:10][CH:9]=[CH:8][C:7]=2[C:12]([N:14]2[CH2:19][C@H:18]([C:20]3[S:21][CH:22]=[C:23]([CH2:25][OH:26])[N:24]=3)[CH2:17][CH2:16][C@H:15]2[CH3:27])=[O:13])[N:3]=[CH:4][CH:5]=1.CC(OI1(OC(C)=O)(OC(C)=O)OC(=O)C2C=CC=CC1=2)=O. (6) Given the product [F:20][C:19]1[CH:18]=[CH:17][CH:16]=[C:15]([F:21])[C:14]=1[CH2:13][O:8][C:5]1[CH:6]=[CH:7][C:2]([CH3:1])=[C:3]([CH:4]=1)[NH2:9], predict the reactants needed to synthesize it. The reactants are: [CH3:1][C:2]1[CH:7]=[CH:6][C:5]([OH:8])=[CH:4][C:3]=1[N+:9]([O-])=O.Br[CH2:13][C:14]1[C:19]([F:20])=[CH:18][CH:17]=[CH:16][C:15]=1[F:21].C(=O)([O-])[O-].[K+].[K+].CN(C=O)C. (7) The reactants are: C([Mg]Cl)(C)C.[CH:6]1([NH2:9])[CH2:8][CH2:7]1.C[O:11][C:12](=O)[C:13]1[CH:18]=[CH:17][C:16]([CH3:19])=[C:15]([N:20]2[CH:25]=[CH:24][N:23]=[C:22]([NH:26][C:27]3([C:30]4[CH:35]=[C:34]([F:36])[CH:33]=[CH:32][C:31]=4[OH:37])[CH2:29][CH2:28]3)[C:21]2=[O:38])[CH:14]=1.Cl. Given the product [CH:6]1([NH:9][C:12](=[O:11])[C:13]2[CH:18]=[CH:17][C:16]([CH3:19])=[C:15]([N:20]3[CH:25]=[CH:24][N:23]=[C:22]([NH:26][C:27]4([C:30]5[CH:35]=[C:34]([F:36])[CH:33]=[CH:32][C:31]=5[OH:37])[CH2:29][CH2:28]4)[C:21]3=[O:38])[CH:14]=2)[CH2:8][CH2:7]1, predict the reactants needed to synthesize it. (8) Given the product [Cl:19][C:7]1[CH:8]=[C:9]([O:13][CH2:14][CH:15]=[C:16]([Cl:18])[Cl:17])[CH:10]=[C:11]([Cl:12])[C:6]=1[O:5][CH2:4][CH2:3][CH2:2][NH:20][C:21]1[CH:26]=[CH:25][C:24]([C:27]([F:29])([F:28])[F:30])=[CH:23][N:22]=1, predict the reactants needed to synthesize it. The reactants are: Br[CH2:2][CH2:3][CH2:4][O:5][C:6]1[C:11]([Cl:12])=[CH:10][C:9]([O:13][CH2:14][CH:15]=[C:16]([Cl:18])[Cl:17])=[CH:8][C:7]=1[Cl:19].[NH2:20][C:21]1[CH:26]=[CH:25][C:24]([C:27]([F:30])([F:29])[F:28])=[CH:23][N:22]=1. (9) Given the product [Cl:1][C:2]1[CH:3]=[C:4]([C:9]2[CH:14]=[C:13]([F:15])[CH:12]=[CH:11][C:10]=2[NH:16][C:24]([C:23]2[C:19]([CH:18]([F:30])[F:17])=[N:20][N:21]([CH3:29])[CH:22]=2)=[O:25])[CH:5]=[CH:6][C:7]=1[Cl:8], predict the reactants needed to synthesize it. The reactants are: [Cl:1][C:2]1[CH:3]=[C:4]([C:9]2[C:10]([NH2:16])=[CH:11][CH:12]=[C:13]([F:15])[CH:14]=2)[CH:5]=[CH:6][C:7]=1[Cl:8].[F:17][CH:18]([F:30])[C:19]1[C:23]([C:24](OCC)=[O:25])=[CH:22][N:21]([CH3:29])[N:20]=1.C[O-].[Na+].Cl.